Dataset: Forward reaction prediction with 1.9M reactions from USPTO patents (1976-2016). Task: Predict the product of the given reaction. (1) Given the reactants [Br:1][C:2]1[CH:3]=[C:4]2[C:9](=[CH:10][CH:11]=1)[C:8](Cl)=[N:7][N:6]=[CH:5]2.[CH:13]1([NH2:19])[CH2:18][CH2:17][CH2:16][CH2:15][CH2:14]1.C(=O)([O-])[O-].[K+].[K+], predict the reaction product. The product is: [Br:1][C:2]1[CH:3]=[C:4]2[C:9](=[CH:10][CH:11]=1)[C:8]([NH:19][CH:13]1[CH2:18][CH2:17][CH2:16][CH2:15][CH2:14]1)=[N:7][N:6]=[CH:5]2. (2) The product is: [C:24]([C:9]1[CH:10]=[N:11][N:12]([C:13]2[CH:18]=[CH:17][C:16]([S:19]([CH3:22])(=[O:21])=[O:20])=[C:15]([F:23])[CH:14]=2)[C:8]=1[C:5]1[CH:6]=[CH:7][C:2]([C:27]2[O:26][CH:30]=[CH:29][CH:28]=2)=[CH:3][CH:4]=1)#[N:25]. Given the reactants Br[C:2]1[CH:7]=[CH:6][C:5]([C:8]2[N:12]([C:13]3[CH:18]=[CH:17][C:16]([S:19]([CH3:22])(=[O:21])=[O:20])=[C:15]([F:23])[CH:14]=3)[N:11]=[CH:10][C:9]=2[C:24]#[N:25])=[CH:4][CH:3]=1.[O:26]1[CH:30]=[CH:29][CH:28]=[C:27]1B(O)O, predict the reaction product. (3) Given the reactants [CH3:1][O:2][C:3]1[C:11]2[N:10]=[CH:9][N:8]([CH:12]3[CH2:17][CH2:16][CH2:15][CH2:14][O:13]3)[C:7]=2[CH:6]=[CH:5][C:4]=1[CH:18]=CC1C=CC=CC=1.I([O-])(=O)(=O)=[O:27].[Na+], predict the reaction product. The product is: [CH3:1][O:2][C:3]1[C:11]2[N:10]=[CH:9][N:8]([CH:12]3[CH2:17][CH2:16][CH2:15][CH2:14][O:13]3)[C:7]=2[CH:6]=[CH:5][C:4]=1[CH:18]=[O:27]. (4) The product is: [C:1]([O:5][C:6](=[O:25])[NH:7][C@H:8]1[CH2:13][CH2:12][C@@H:11]([N:14]2[C:18]3[N:19]=[CH:20][N:21]=[C:22]([NH2:27])[C:17]=3[C:16]([I:24])=[CH:15]2)[CH2:10][CH2:9]1)([CH3:4])([CH3:3])[CH3:2]. Given the reactants [C:1]([O:5][C:6](=[O:25])[NH:7][C@H:8]1[CH2:13][CH2:12][C@@H:11]([N:14]2[C:18]3[N:19]=[CH:20][N:21]=[C:22](Cl)[C:17]=3[C:16]([I:24])=[CH:15]2)[CH2:10][CH2:9]1)([CH3:4])([CH3:3])[CH3:2].[OH-].[NH4+:27], predict the reaction product. (5) Given the reactants [C:1](#[N:8])[C:2]1[CH:7]=[CH:6][CH:5]=[CH:4][CH:3]=1.[CH3:9][C:10]1[CH:16]=[CH:15][C:13]([NH2:14])=[CH:12][CH:11]=1, predict the reaction product. The product is: [CH3:9][C:10]1[CH:16]=[CH:15][C:13]([NH:14][C:1]([C:2]2[CH:7]=[CH:6][CH:5]=[CH:4][CH:3]=2)=[NH:8])=[CH:12][CH:11]=1. (6) Given the reactants [Cl:1][C:2]1[CH:10]=[CH:9][C:8]([C:11]2[N:12]([C:22]([O:24][C:25]([CH3:28])([CH3:27])[CH3:26])=[O:23])[C:13]3[C:18]([CH:19]=2)=[CH:17][C:16]([CH:20]=O)=[CH:15][CH:14]=3)=[C:7]2[C:3]=1[CH2:4][NH:5][C:6]2=[O:29].[NH:30]1[CH2:35][CH2:34][S:33][CH2:32][CH2:31]1.C(O[BH-](OC(=O)C)OC(=O)C)(=O)C.[Na+], predict the reaction product. The product is: [Cl:1][C:2]1[CH:10]=[CH:9][C:8]([C:11]2[N:12]([C:22]([O:24][C:25]([CH3:26])([CH3:28])[CH3:27])=[O:23])[C:13]3[C:18]([CH:19]=2)=[CH:17][C:16]([CH2:20][N:30]2[CH2:35][CH2:34][S:33][CH2:32][CH2:31]2)=[CH:15][CH:14]=3)=[C:7]2[C:3]=1[CH2:4][NH:5][C:6]2=[O:29].